Dataset: Full USPTO retrosynthesis dataset with 1.9M reactions from patents (1976-2016). Task: Predict the reactants needed to synthesize the given product. Given the product [CH2:12]([N:5]1[CH:4]=[CH:3][C:2]([C:1]([OH:9])=[O:8])=[CH:7][C:6]1=[O:16])[CH2:13][CH2:14][CH3:15], predict the reactants needed to synthesize it. The reactants are: [C:1]([O:9]C)(=[O:8])[C:2]1[CH:7]=[CH:6][N:5]=[CH:4][CH:3]=1.I[CH2:12][CH2:13][CH2:14][CH3:15].[OH-:16].[Na+].Cl.